From a dataset of Full USPTO retrosynthesis dataset with 1.9M reactions from patents (1976-2016). Predict the reactants needed to synthesize the given product. (1) Given the product [CH2:25]([C:10]1[C:11]([C:13]2[N:17]=[C:16]([NH:18][C:19]3[CH:24]=[CH:23][CH:22]=[CH:21][N:20]=3)[S:15][N:14]=2)=[CH:12][NH:8][N:9]=1)[CH2:26][CH3:27], predict the reactants needed to synthesize it. The reactants are: COC1C=CC(C[N:8]2[CH:12]=[C:11]([C:13]3[N:17]=[C:16]([NH:18][C:19]4[CH:24]=[CH:23][CH:22]=[CH:21][N:20]=4)[S:15][N:14]=3)[C:10]([CH2:25][CH2:26][CH3:27])=[N:9]2)=CC=1.COC1C=CC(CN2C(CCC)=C(C3N=C(NC4C=CC=CN=4)SN=3)C=N2)=CC=1. (2) Given the product [CH3:18][O:17][CH2:16][C:15]1[C:5]2[CH2:4][CH2:3][CH:2]([C:20]3[CH:25]=[CH:24][CH:23]=[CH:22][C:21]=3[CH3:26])[O:19][C:6]=2[C:7]2[N:11]=[C:10]([CH3:12])[N:9]([CH3:13])[C:8]=2[CH:14]=1.[C:40]1([P:33](=[O:1])([C:27]2[CH:28]=[CH:29][CH:30]=[CH:31][CH:32]=2)[C:34]2[CH:39]=[CH:38][CH:37]=[CH:36][CH:35]=2)[CH:41]=[CH:42][CH:43]=[CH:44][CH:45]=1, predict the reactants needed to synthesize it. The reactants are: [OH:1][C@@H:2]([C:20]1[CH:25]=[CH:24][CH:23]=[CH:22][C:21]=1[CH3:26])[CH2:3][CH2:4][C:5]1[C:15]([CH2:16][O:17][CH3:18])=[CH:14][C:8]2[N:9]([CH3:13])[C:10]([CH3:12])=[N:11][C:7]=2[C:6]=1[OH:19].[C:27]1([P:33]([C:40]2[CH:45]=[CH:44][CH:43]=[CH:42][CH:41]=2)[C:34]2[CH:39]=[CH:38][CH:37]=[CH:36][CH:35]=2)[CH:32]=[CH:31][CH:30]=[CH:29][CH:28]=1.CC(OC(/N=N/C(OC(C)C)=O)=O)C. (3) Given the product [CH3:3][CH:2]([C:4]1[N:8]([CH2:9][CH2:10][C@@H:11]([OH:19])[CH2:12][C@@H:13]([OH:18])[CH2:14][C:15]([OH:17])=[O:16])[C:7]([C:20]2[CH:25]=[CH:24][C:23]([F:26])=[CH:22][CH:21]=2)=[C:6]([C:27]2[CH:32]=[CH:31][CH:30]=[CH:29][CH:28]=2)[C:5]=1[C:33]([NH:35][C:36]1[CH:41]=[CH:40][CH:39]=[CH:38][CH:37]=1)=[O:34])[CH3:1], predict the reactants needed to synthesize it. The reactants are: [CH3:1][CH:2]([C:4]1[N:8]([CH2:9][CH2:10][C@@H:11]([OH:19])[CH2:12][C@@H:13]([OH:18])[CH2:14][C:15]([O-:17])=[O:16])[C:7]([C:20]2[CH:21]=[CH:22][C:23]([F:26])=[CH:24][CH:25]=2)=[C:6]([C:27]2[CH:28]=[CH:29][CH:30]=[CH:31][CH:32]=2)[C:5]=1[C:33]([NH:35][C:36]1[CH:37]=[CH:38][CH:39]=[CH:40][CH:41]=1)=[O:34])[CH3:3].[CH3:3][CH:2]([C:4]1[N:8]([CH2:9][CH2:10][C@@H:11]([OH:19])[CH2:12][C@@H:13]([OH:18])[CH2:14][C:15]([O-:17])=[O:16])[C:7]([C:20]2[CH:25]=[CH:24][C:23]([F:26])=[CH:22][CH:21]=2)=[C:6]([C:27]2[CH:32]=[CH:31][CH:30]=[CH:29][CH:28]=2)[C:5]=1[C:33]([NH:35][C:36]1[CH:41]=[CH:40][CH:39]=[CH:38][CH:37]=1)=[O:34])[CH3:1].[Ca+2].CCCCCCC.CC(O)C. (4) Given the product [CH3:1][N:2]([C:11]1[N:16]=[C:15]([C:17]2[CH:22]=[CH:21][CH:20]=[CH:19][CH:18]=2)[CH:14]=[CH:13][N:12]=1)[C:3]1[CH:8]=[CH:7][N:6]=[C:5]([S:9]([CH3:10])=[O:31])[N:4]=1, predict the reactants needed to synthesize it. The reactants are: [CH3:1][N:2]([C:11]1[N:16]=[C:15]([C:17]2[CH:22]=[CH:21][CH:20]=[CH:19][CH:18]=2)[CH:14]=[CH:13][N:12]=1)[C:3]1[CH:8]=[CH:7][N:6]=[C:5]([S:9][CH3:10])[N:4]=1.ClC1C=CC=C(C(OO)=[O:31])C=1. (5) The reactants are: [N:1]([C:3]1[CH:7]=[N:6][N:5]([C:8]2[CH:13]=[CH:12][CH:11]=[CH:10][CH:9]=2)[C:4]=1[NH2:14])=O.CCOC(C)=O.C([O-])(O)=O.[Na+]. Given the product [C:8]1([N:5]2[C:4]([NH2:14])=[C:3]([NH2:1])[CH:7]=[N:6]2)[CH:9]=[CH:10][CH:11]=[CH:12][CH:13]=1, predict the reactants needed to synthesize it.